Predict which catalyst facilitates the given reaction. From a dataset of Catalyst prediction with 721,799 reactions and 888 catalyst types from USPTO. (1) Product: [C:1]([O:5][C@@H:6]([C:11]1[C:12]([C:32]2[CH:37]=[CH:36][C:35]([Cl:38])=[CH:34][CH:33]=2)=[C:13]2[C:20]([CH3:21])=[C:19]([CH3:22])[N:18]([CH2:23][C:24]3[CH:29]=[CH:28][CH:27]=[C:26]([C:30]#[N:31])[CH:25]=3)[C:14]2=[N:15][C:16]=1[CH3:17])[C:7]([OH:9])=[O:8])([CH3:4])([CH3:2])[CH3:3]. The catalyst class is: 193. Reactant: [C:1]([O:5][C@@H:6]([C:11]1[C:12]([C:32]2[CH:37]=[CH:36][C:35]([Cl:38])=[CH:34][CH:33]=2)=[C:13]2[C:20]([CH3:21])=[C:19]([CH3:22])[N:18]([CH2:23][C:24]3[CH:29]=[CH:28][CH:27]=[C:26]([C:30]#[N:31])[CH:25]=3)[C:14]2=[N:15][C:16]=1[CH3:17])[C:7]([O:9]C)=[O:8])([CH3:4])([CH3:3])[CH3:2].[Cl-].[Li+].Cl. (2) Reactant: [O:1]1[C:10]2[CH:9]=[C:8]([CH2:11][NH:12][C:13]3([C:26]([O:28]C)=[O:27])[CH2:18][CH2:17][N:16]([C:19]([O:21][C:22]([CH3:25])([CH3:24])[CH3:23])=[O:20])[CH2:15][CH2:14]3)[N:7]=[CH:6][C:5]=2[O:4][CH2:3][CH2:2]1.[OH-].[Na+].O. Product: [O:1]1[C:10]2[CH:9]=[C:8]([CH2:11][NH:12][C:13]3([C:26]([OH:28])=[O:27])[CH2:18][CH2:17][N:16]([C:19]([O:21][C:22]([CH3:24])([CH3:25])[CH3:23])=[O:20])[CH2:15][CH2:14]3)[N:7]=[CH:6][C:5]=2[O:4][CH2:3][CH2:2]1. The catalyst class is: 12. (3) Product: [Cl:24][C:25]1[C:29]([Cl:30])=[C:28]([CH3:31])[NH:27][C:26]=1[C:32]([NH:34][CH:35]1[CH2:40][CH2:39][N:38]([C:2]2[C:11]3[C:6](=[CH:7][CH:8]=[N:9][CH:10]=3)[CH:5]=[C:4]([C:12]([O:14][CH2:15][CH3:16])=[O:13])[N:3]=2)[CH2:37][CH2:36]1)=[O:33]. Reactant: Cl[C:2]1[C:11]2[C:6](=[CH:7][CH:8]=[N:9][CH:10]=2)[CH:5]=[C:4]([C:12]([O:14][CH2:15][CH3:16])=[O:13])[N:3]=1.FC(F)(F)C([O-])=O.[Cl:24][C:25]1[C:29]([Cl:30])=[C:28]([CH3:31])[NH:27][C:26]=1[C:32]([NH:34][CH:35]1[CH2:40][CH2:39][NH2+:38][CH2:37][CH2:36]1)=[O:33].C([O-])([O-])=O.[K+].[K+]. The catalyst class is: 107.